This data is from Full USPTO retrosynthesis dataset with 1.9M reactions from patents (1976-2016). The task is: Predict the reactants needed to synthesize the given product. (1) Given the product [CH3:1][CH:2]1[CH2:11][CH2:10][C:9]2[C:4](=[N:5][C:6]([C:18]3[CH:23]=[CH:22][CH:21]=[CH:20][CH:19]=3)=[C:7]([C:12]3[CH:17]=[CH:16][CH:15]=[CH:14][CH:13]=3)[CH:8]=2)[N:3]1[CH2:25][CH2:26][CH2:27][CH2:28][CH2:29][CH2:30][C:31]([O:33][CH2:34][CH3:35])=[O:32], predict the reactants needed to synthesize it. The reactants are: [CH3:1][CH:2]1[CH2:11][CH2:10][C:9]2[C:4](=[N:5][C:6]([C:18]3[CH:23]=[CH:22][CH:21]=[CH:20][CH:19]=3)=[C:7]([C:12]3[CH:17]=[CH:16][CH:15]=[CH:14][CH:13]=3)[CH:8]=2)[NH:3]1.Br[CH2:25][CH2:26][CH2:27][CH2:28][CH2:29][CH2:30][C:31]([O:33][CH2:34][CH3:35])=[O:32].C(=O)([O-])[O-].[Cs+].[Cs+]. (2) Given the product [CH2:1]([C:8]1[CH:9]=[C:10]([C:14](=[O:16])[CH2:15][C:24]([C:20]2[CH:19]=[C:18]([CH3:17])[CH:23]=[CH:22][N:21]=2)=[O:25])[CH:11]=[CH:12][CH:13]=1)[C:2]1[CH:3]=[CH:4][CH:5]=[CH:6][CH:7]=1, predict the reactants needed to synthesize it. The reactants are: [CH2:1]([C:8]1[CH:9]=[C:10]([C:14](=[O:16])[CH3:15])[CH:11]=[CH:12][CH:13]=1)[C:2]1[CH:7]=[CH:6][CH:5]=[CH:4][CH:3]=1.[CH3:17][C:18]1[CH:23]=[CH:22][N:21]=[C:20]([C:24](OC)=[O:25])[CH:19]=1.[O-]CC.[Na+].[Cl-].[NH4+].